Dataset: Human Reference Interactome with 51,813 positive PPI pairs across 8,248 proteins, plus equal number of experimentally-validated negative pairs. Task: Binary Classification. Given two protein amino acid sequences, predict whether they physically interact or not. (1) Protein 1 (ENSG00000119906) has sequence MTRRCMPARPGFPSSPAPGSSPPRCHLRPGSTAHAAAGKRTESPGDRKQSIIDFFKPASKQDRHMLDSPQKSNIKYGGSRLSITGTEQFERKLSSPKESKPKRVPPEKSPIIEAFMKGVKEHHEDHGIHESRRPCLSLASKYLAKGTNIYVPSSYHLPKEMKSLKKKHRSPERRKSLFIHENNEKNDRDRGKTNADSKKQTTVAEADIFNNSSRSLSSRSSLSRHHPEESPLGAKFQLSLASYCRERELKRLRKEQMEQRINSENSFSEASSLSLKSSIERKYKPRQEQRKQNDIIPGKN.... Protein 2 (ENSG00000137843) has sequence MFRKKKKKRPEISAPQNFQHRVHTSFDPKEGKFVGLPPQWQNILDTLRRPKPVVDPSRITRVQLQPMKTVVRGSAMPVDGYISGLLNDIQKLSVISSNTLRGRSPTSRRRAQSLGLLGDEHWATDPDMYLQSPQSERTDPHGLYLSCNGGTPAGHKQMPWPEPQSPRVLPNGLAAKAQSLGPAEFQGASQRCLQLGACLQSSPPGASPPTGTNRHGMKAAKHGSEEARPQSCLVGSATGRPGGEGSPSPKTRESSLKRRLFRSMFLSTAATAPPSSSKPGPPPQSKPNSSFRPPQKDNPP.... Result: 0 (the proteins do not interact). (2) Result: 0 (the proteins do not interact). Protein 1 (ENSG00000155508) has sequence MPAALVENSQVICEVWASNLEEEMRKIREIVLSYSYIAMDTEFPGVVVRPIGEFRSSIDYQYQLLRCNVDLLKIIQLGLTFTNEKGEYPSGINTWQFNFKFNLTEDMYSQDSIDLLANSGLQFQKHEEEGIDTLHFAELLMTSGVVLCDNVKWLSFHSGYDFGYMVKLLTDSRLPEEEHEFFHILNLFFPSIYDVKYLMKSCKNLKGGLQEVADQLDLQRIGRQHQAGSDSLLTGMAFFRMKELFFEDSIDDAKYCGRLYGLGTGVAQKQNEDVDSAQEKMSILAIINNMQQ*MYSQDSI.... Protein 2 (ENSG00000135097) has sequence METDAPQPGLASPDSPHDPCKMFIGGLSWQTTQEGLREYFGQFGEVKECLVMRDPLTKRSRGFGFVTFMDQAGVDKVLAQSRHELDSKTIDPKVAFPRRAQPKMVTRTKKIFVGGLSVNTTVEDVKQYFEQFGKVDDAMLMFDKTTNRHRGFGFVTFESEDIVEKVCEIHFHEINNKMVECKKAQPKEVMSPTGSARGRSRVMPYGMDAFMLGIGMLGYPGFQATTYASRSYTGLAPGYTYQFPEFRVERTPLPSAPVLPELTAIPLTAYGPMAAAAAAAAVVRGTGSHPWTMAPPPGST....